From a dataset of TCR-epitope binding with 47,182 pairs between 192 epitopes and 23,139 TCRs. Binary Classification. Given a T-cell receptor sequence (or CDR3 region) and an epitope sequence, predict whether binding occurs between them. (1) Result: 1 (the TCR binds to the epitope). The epitope is NLSALGIFST. The TCR CDR3 sequence is CASSPPGGLVAFF. (2) The epitope is WICLLQFAY. The TCR CDR3 sequence is CSVEDSEESTDTQYF. Result: 0 (the TCR does not bind to the epitope).